From a dataset of Forward reaction prediction with 1.9M reactions from USPTO patents (1976-2016). Predict the product of the given reaction. (1) Given the reactants [Si:1]([O:8][CH2:9][C:10]1[CH:15]=[CH:14][N:13]=[C:12]([CH:16]=O)[CH:11]=1)([C:4]([CH3:7])([CH3:6])[CH3:5])([CH3:3])[CH3:2].[NH2:18][CH2:19][CH2:20][CH2:21][CH2:22][N:23]([CH3:25])[CH3:24], predict the reaction product. The product is: [Si:1]([O:8][CH2:9][C:10]1[CH:15]=[CH:14][N:13]=[C:12]([CH2:16][NH:18][CH2:19][CH2:20][CH2:21][CH2:22][N:23]([CH3:25])[CH3:24])[CH:11]=1)([C:4]([CH3:7])([CH3:6])[CH3:5])([CH3:3])[CH3:2]. (2) Given the reactants Br[C:2]1[CH:7]=[C:6]([F:8])[CH:5]=[C:4]([O:9][C:10]([CH3:13])([CH3:12])[CH3:11])[CH:3]=1.C([Li])CCC.[B:19](OC(C)C)([O:24]C(C)C)[O:20]C(C)C, predict the reaction product. The product is: [C:10]([O:9][C:4]1[CH:3]=[C:2]([B:19]([OH:24])[OH:20])[CH:7]=[C:6]([F:8])[CH:5]=1)([CH3:13])([CH3:12])[CH3:11]. (3) Given the reactants [Br:1][C:2]1[CH:3]=[C:4]([NH:10][C:11]2[N:16]=[CH:15][C:14]([N:17]3[CH2:22][CH2:21][N:20](C(OC(C)(C)C)=O)[CH2:19][C@@H:18]3[CH2:30][CH3:31])=[CH:13][CH:12]=2)[C:5](=[O:9])[N:6]([CH3:8])[CH:7]=1.Cl.O1CCOCC1, predict the reaction product. The product is: [Br:1][C:2]1[CH:3]=[C:4]([NH:10][C:11]2[CH:12]=[CH:13][C:14]([N:17]3[CH2:22][CH2:21][NH:20][CH2:19][C@@H:18]3[CH2:30][CH3:31])=[CH:15][N:16]=2)[C:5](=[O:9])[N:6]([CH3:8])[CH:7]=1.